This data is from Antibody developability classification from SAbDab with 2,409 antibodies. The task is: Regression/Classification. Given an antibody's heavy chain and light chain sequences, predict its developability. TAP uses regression for 5 developability metrics; SAbDab uses binary classification. (1) The antibody is ['EVQLQESGGGLVKPGGSLRLSCAASGFTFSSYSMNWVRQAPGKGLEWVSSITSSSSYIYYADSVKGRFTISRDNAKNSLYLQMNSLRAEDTAVYYCARDPGIAAADNHWFDPWGQGTLVTVSS', 'AYELTQPPSVSVSPGQTASITCSGDKLGDKYACWYQQKPGQSPVVVIYQDTKRPSGIPERFSGSNSGNTATLTISGTQAMDEADYYCQAWDSSTVVFGGGTKLTVL']. Result: 0 (not developable). (2) The antibody is ['QVQLQESGPGLVKPSETLSLTCAVSGGSIGDDYYWNWIRQSPGKGLEWIGSIYGSFGGTNFNPSLKNRVTISMDTSNNQVSLKLNSVTAADTAVYYCARGSHSIVVLFGYYFDYWGQGVLVTVSS', 'QSALTQPPSVSKSLGQSVTISCSGTTNDIGAYNGVSWYQHHSDTAPRLLIYEVNKRPSGVSDRFSGSKSGNTASLTISGLQAEDEADYYCGSYRSGSTWVFGGGTRLTVL']. Result: 0 (not developable). (3) The antibody is ['EVQLVESGGGLVKPGGSLRLSCAASGFTFSNAWMSWVRQAPGKGLEWVGRIKSKTDGGTTDYAAPVKGRFTISRDDSKNTLYLQMNSLKTEDTAVYYCARTGKYYDFWSGYPPGEEYFQDWGRGTLVTVSS', 'SELTQDPAVSVALGQTVRITCQGDSLRSYYASWYQQKPGQAPVLVIYGKNNRPSGIPDRFSGSSSGNTASLTITGAQAEDEADYYCSSRDKSGSRLSVFGGGTKLTVL']. Result: 0 (not developable). (4) Result: 0 (not developable). The antibody is ['QIQLVQSGPELKKPGETVKISCKASGYTFTNYGMNWVKQAPGKGLKWMAWINTYTGEPTYADDFKGRFAFSLETSASTAYLQINNLKNEDTATYFCARDGYYENYYAMDYWGQGTSVTVSS', 'DIVMTQSHKFMSTSVGDRVSITCKASQDVSTAVAWYQQKPGQSPKLLIYSASYQYTGVPDRFTGSGSRTDFTFTINSVQAEDLAVYYCHQHYSTPFTFGSGTKLEIK']. (5) Result: 1 (developable). The antibody is ['QVQLVQSGAEVKKPGSSVKVSCKASGYTFSDYVINWVRQAPGQGLEWMGEIYPGSGTNYYNEKFKAKATITADKSTSTAYMELSSLRSEDTAVYYCARRGRYGLYAMDYWGQGTTVTVSS', 'DIQMTQSPSSLSASVGDRVTITCRASQDISNYLNWYQQKPGKAPKLLIYYTSRLHSGVPSRFSGSGSGTDFTFTISSLQPEDIATYFCQQGNTRPWTFGGGTKVEIK']. (6) The antibody is ['EVQLSESGGGFVKPGGSLRLSCEASGFTFNNYAMGWVRQAPGKGLEWVSVTSAHGGSAYFGEFVKGRFTMSRDHFIDTVYLEMNRLTVEDTAVYYCVRVTFYHEGSGYYYRAGNYFDSWGQGTLVIVSA', 'DIQMTQSPSSLSASIGDRVTITCRASQDIANYLNWYQKKSGTPPKLLIFGATNLHHGVSPRFSGSGHGTHFSLTITNVQHEDFANYFCQQSFQTVGSFGQGTWVDIR']. Result: 0 (not developable).